The task is: Binary Classification. Given a drug SMILES string, predict its activity (active/inactive) in a high-throughput screening assay against a specified biological target.. This data is from M1 muscarinic receptor antagonist screen with 61,756 compounds. (1) The result is 0 (inactive). The drug is O(c1c(c2nc3c(n2)c(=O)[nH][nH]c3C)cc(OC)cc1)C. (2) The molecule is s1c(c(n(CC)c1=S)N)C(=O)NCc1cccnc1. The result is 0 (inactive).